From a dataset of Forward reaction prediction with 1.9M reactions from USPTO patents (1976-2016). Predict the product of the given reaction. (1) Given the reactants CC1C=CC(P(C2C=CC3C(=CC=CC=3)C=2C2C3C(=CC=CC=3)C=CC=2P(C2C=CC(C)=CC=2)C2C=CC(C)=CC=2)C2C=CC(C)=CC=2)=CC=1.[CH3:51][O:52][C:53](=[O:62])[CH2:54][CH2:55][C:56]1[CH2:60][CH2:59][C:58](=[O:61])[CH:57]=1.CCCCCC, predict the reaction product. The product is: [CH3:51][O:52][C:53](=[O:62])[CH2:54][CH2:55][CH:56]1[CH2:60][CH2:59][C:58](=[O:61])[CH2:57]1. (2) Given the reactants [H-].[Na+].[CH3:3][O:4][CH2:5][O:6][C:7]1[CH:8]=[C:9]([CH:19]=[C:20]([O:22][CH2:23][O:24][CH3:25])[CH:21]=1)[CH2:10][O:11][Si:12]([C:15]([CH3:18])([CH3:17])[CH3:16])([CH3:14])[CH3:13].CN([CH2:29][CH2:30]N(C)C)C.[Li][CH2:35][CH2:36][CH2:37][CH3:38].[Br-].[CH2:40]1[CH2:44]OC[CH2:41]1, predict the reaction product. The product is: [CH3:3][O:4][CH2:5][O:6][C:7]1[CH:8]=[C:9]([CH:19]=[C:20]([O:22][CH2:23][O:24][CH3:25])[C:21]=1[CH2:44]/[CH:40]=[CH:41]/[C:30]1[CH:29]=[CH:38][CH:37]=[CH:36][CH:35]=1)[CH2:10][O:11][Si:12]([C:15]([CH3:18])([CH3:17])[CH3:16])([CH3:14])[CH3:13]. (3) Given the reactants Cl[C:2]1[N:19]=[CH:18][CH:17]=[CH:16][C:3]=1[C:4]([NH:6][CH2:7][C:8]1[CH:13]=[CH:12][C:11]([F:14])=[C:10]([F:15])[CH:9]=1)=[O:5].C(=O)([O-])[O-].[Cs+].[Cs+].O1CCOCC1.[CH2:32]([NH2:35])[C:33]#[CH:34], predict the reaction product. The product is: [F:15][C:10]1[CH:9]=[C:8]([CH:13]=[CH:12][C:11]=1[F:14])[CH2:7][NH:6][C:4](=[O:5])[C:3]1[CH:16]=[CH:17][CH:18]=[N:19][C:2]=1[NH:35][CH2:32][C:33]#[CH:34]. (4) Given the reactants C([N:8]1[CH2:13][CH2:12][N:11]([C:14]2[CH:22]=[CH:21][CH:20]=[C:19]3[C:15]=2[CH:16]=[CH:17][NH:18]3)[CH2:10][CH2:9]1)(OC(C)(C)C)=O.[C:23]1([C:33]2[CH:38]=[CH:37][CH:36]=[CH:35][CH:34]=2)[CH:28]=[CH:27][C:26]([S:29]([Cl:32])(=[O:31])=[O:30])=[CH:25][CH:24]=1, predict the reaction product. The product is: [ClH:32].[C:23]1([C:33]2[CH:38]=[CH:37][CH:36]=[CH:35][CH:34]=2)[CH:28]=[CH:27][C:26]([S:29]([N:18]2[C:19]3[C:15](=[C:14]([N:11]4[CH2:10][CH2:9][NH:8][CH2:13][CH2:12]4)[CH:22]=[CH:21][CH:20]=3)[CH:16]=[CH:17]2)(=[O:31])=[O:30])=[CH:25][CH:24]=1. (5) The product is: [Br:10][CH2:5][C:4]1[CH:3]=[C:2]([OH:1])[CH:9]=[CH:8][CH:7]=1. Given the reactants [OH:1][C:2]1[CH:3]=[C:4]([CH:7]=[CH:8][CH:9]=1)[CH2:5]O.[Br:10]C(Br)(Br)Br.C1(P(C2C=CC=CC=2)C2C=CC=CC=2)C=CC=CC=1, predict the reaction product.